This data is from Forward reaction prediction with 1.9M reactions from USPTO patents (1976-2016). The task is: Predict the product of the given reaction. Given the reactants [CH3:1][C:2]1[CH:3]=[C:4]([N:9]([CH2:20][CH2:21][C:22]2[C:27]([F:28])=[CH:26][C:25]([C:29]([F:32])([F:31])[F:30])=[C:24]([F:33])[C:23]=2[F:34])[C:10](=[O:19])[C:11](=O)[C:12]2[CH:17]=[CH:16][CH:15]=[CH:14][CH:13]=2)[CH:5]=[CH:6][C:7]=1[CH3:8].Cl.[NH2:36][OH:37].[OH-].[K+].Cl, predict the reaction product. The product is: [CH3:1][C:2]1[CH:3]=[C:4]([N:9]([CH2:20][CH2:21][C:22]2[C:27]([F:28])=[CH:26][C:25]([C:29]([F:32])([F:31])[F:30])=[C:24]([F:33])[C:23]=2[F:34])[C:10](=[O:19])[C:11](=[N:36][OH:37])[C:12]2[CH:17]=[CH:16][CH:15]=[CH:14][CH:13]=2)[CH:5]=[CH:6][C:7]=1[CH3:8].